From a dataset of Forward reaction prediction with 1.9M reactions from USPTO patents (1976-2016). Predict the product of the given reaction. (1) Given the reactants [NH2:1][C:2]1[CH:11]=[CH:10][C:9]([C:12]([F:15])([F:14])[F:13])=[CH:8][C:3]=1[C:4]([O:6][CH3:7])=[O:5].ClC(Cl)(O[C:20](=[O:26])OC(Cl)(Cl)Cl)Cl.[Si:28]([O:35][CH2:36][CH2:37][CH2:38][NH2:39])([C:31]([CH3:34])([CH3:33])[CH3:32])([CH3:30])[CH3:29], predict the reaction product. The product is: [Si:28]([O:35][CH2:36][CH2:37][CH2:38][NH:39][C:20](=[O:26])[NH:1][C:2]1[CH:11]=[CH:10][C:9]([C:12]([F:13])([F:14])[F:15])=[CH:8][C:3]=1[C:4]([O:6][CH3:7])=[O:5])([C:31]([CH3:33])([CH3:34])[CH3:32])([CH3:30])[CH3:29]. (2) Given the reactants [Cl:1][C:2]1[C:3]([NH:9][S:10]([C:13]2[CH:22]=[CH:21][C:16]([C:17]([O:19][CH3:20])=[O:18])=[CH:15][CH:14]=2)(=[O:12])=[O:11])=[N:4][CH:5]=[C:6]([Cl:8])[CH:7]=1.Br[CH2:24][C:25]1[CH:30]=[CH:29][C:28]([CH3:31])=[C:27]([F:32])[CH:26]=1, predict the reaction product. The product is: [Cl:1][C:2]1[C:3]([N:9]([CH2:24][C:25]2[CH:30]=[CH:29][C:28]([CH3:31])=[C:27]([F:32])[CH:26]=2)[S:10]([C:13]2[CH:14]=[CH:15][C:16]([C:17]([O:19][CH3:20])=[O:18])=[CH:21][CH:22]=2)(=[O:12])=[O:11])=[N:4][CH:5]=[C:6]([Cl:8])[CH:7]=1. (3) Given the reactants [NH:1]1[CH2:6][CH2:5][CH2:4][CH2:3][CH2:2]1.C([O-])([O-])=O.[K+].[K+].Cl[CH2:14][C:15]([O:17][CH2:18][CH3:19])=[O:16], predict the reaction product. The product is: [N:1]1([CH2:14][C:15]([O:17][CH2:18][CH3:19])=[O:16])[CH2:6][CH2:5][CH2:4][CH2:3][CH2:2]1. (4) Given the reactants C(OC([N:11]1[CH2:15][CH2:14][CH2:13][C@H:12]1[C:16](=[O:22])[NH:17][CH:18]1[CH2:21][CH2:20][CH2:19]1)=O)C1C=CC=CC=1, predict the reaction product. The product is: [CH:18]1([NH:17][C:16]([C@@H:12]2[CH2:13][CH2:14][CH2:15][NH:11]2)=[O:22])[CH2:21][CH2:20][CH2:19]1. (5) Given the reactants [Cl:1][C:2]1[CH:7]=[CH:6][C:5]([CH2:8][C:9]([OH:11])=O)=[C:4]([C:12]([F:15])([F:14])[F:13])[CH:3]=1.[Cl:16][C:17]1[CH:18]=[CH:19][CH:20]=[C:21]2[C:30]=1[C:24]1([CH2:29][CH2:28][NH:27][CH2:26][CH2:25]1)[CH2:23][CH:22]2[CH2:31][C:32]([O:34]CC)=[O:33], predict the reaction product. The product is: [Cl:16][C:17]1[CH:18]=[CH:19][CH:20]=[C:21]2[C:30]=1[C:24]1([CH2:25][CH2:26][N:27]([C:9](=[O:11])[CH2:8][C:5]3[CH:6]=[CH:7][C:2]([Cl:1])=[CH:3][C:4]=3[C:12]([F:15])([F:14])[F:13])[CH2:28][CH2:29]1)[CH2:23][CH:22]2[CH2:31][C:32]([OH:34])=[O:33]. (6) Given the reactants Cl.[F:2][C:3]([F:16])([F:15])[CH2:4][O:5][C:6]1[N:11]=[CH:10][C:9]([CH:12]([NH2:14])[CH3:13])=[CH:8][CH:7]=1.[NH2:17][C:18]1[CH:19]=[C:20]([CH:24]=[C:25]([CH3:27])[N:26]=1)[C:21](O)=[O:22], predict the reaction product. The product is: [NH2:17][C:18]1[CH:19]=[C:20]([CH:24]=[C:25]([CH3:27])[N:26]=1)[C:21]([NH:14][CH:12]([C:9]1[CH:10]=[N:11][C:6]([O:5][CH2:4][C:3]([F:2])([F:15])[F:16])=[CH:7][CH:8]=1)[CH3:13])=[O:22]. (7) Given the reactants C(OC([N:8]([C:10]1([C@@H:13]2[CH2:17][CH2:16][NH:15][CH2:14]2)[CH2:12][CH2:11]1)[CH3:9])=O)(C)(C)C.C(N(CC)CC)C.F[C:26]1[C:35]([O:36][CH3:37])=[C:34]2[C:29]([C:30](=[O:45])[C:31]([C:42]([OH:44])=[O:43])=[CH:32][N:33]2[C@@H:38]2[CH2:40][C@@H:39]2[F:41])=[CH:28][CH:27]=1, predict the reaction product. The product is: [F:41][C@H:39]1[CH2:40][C@H:38]1[N:33]1[C:34]2[C:29](=[CH:28][CH:27]=[C:26]([N:15]3[CH2:16][CH2:17][C@@H:13]([C:10]4([NH:8][CH3:9])[CH2:11][CH2:12]4)[CH2:14]3)[C:35]=2[O:36][CH3:37])[C:30](=[O:45])[C:31]([C:42]([OH:44])=[O:43])=[CH:32]1. (8) Given the reactants [OH:1]N1C(=O)C2=CC=CC=C2C1=O.[CH:13](=[O:20])[C:14]1[CH:19]=[CH:18][CH:17]=[N:16][CH:15]=1, predict the reaction product. The product is: [C:13]([OH:1])(=[O:20])[C:14]1[CH:19]=[CH:18][CH:17]=[N:16][CH:15]=1. (9) The product is: [N+:16]([C:5]1[S:1][C:2]([CH:6]([O:12][C:13](=[O:15])[NH2:14])[CH2:7][C:8]([N:10]=[O:11])=[O:9])=[CH:3][CH:4]=1)([O-:18])=[O:17]. Given the reactants [S:1]1[CH:5]=[CH:4][CH:3]=[C:2]1[CH:6]([O:12][C:13](=[O:15])[NH2:14])[CH2:7][C:8]([N:10]=[O:11])=[O:9].[N+:16]([O-])([OH:18])=[O:17], predict the reaction product.